This data is from Catalyst prediction with 721,799 reactions and 888 catalyst types from USPTO. The task is: Predict which catalyst facilitates the given reaction. Reactant: [F:1][CH:2]([F:17])[C:3]1[C:4]([C:11]2[CH:12]=[N:13][N:14]([CH3:16])[CH:15]=2)=[CH:5][C:6]([F:10])=[C:7]([CH:9]=1)[NH2:8].BrC1C=C2C(=CC=1C(F)F)N([C:32]1[C:36]3[CH2:37][N:38]([C:41](=[O:43])C)[CH2:39][CH2:40][C:35]=3[N:34]([CH:44]3[CH2:49][CH2:48][O:47][CH2:46][CH2:45]3)[N:33]=1)CCC2.C1(P(C2CCCCC2)C2C(OC)=CC=C(OC)C=2C2C(C(C)C)=CC(C(C)C)=CC=2C(C)C)CCCCC1.[CH3:88][C:89]([O-:92])([CH3:91])[CH3:90].[Na+]. Product: [F:17][CH:2]([F:1])[C:3]1[C:4]([C:11]2[CH:12]=[N:13][N:14]([CH3:16])[CH:15]=2)=[CH:5][C:6]([F:10])=[C:7]([NH:8][C:32]2[C:36]3[CH2:37][N:38]([C:41]([O:92][C:89]([CH3:91])([CH3:90])[CH3:88])=[O:43])[CH2:39][CH2:40][C:35]=3[N:34]([CH:44]3[CH2:49][CH2:48][O:47][CH2:46][CH2:45]3)[N:33]=2)[CH:9]=1. The catalyst class is: 38.